This data is from Reaction yield outcomes from USPTO patents with 853,638 reactions. The task is: Predict the reaction yield, written as a fraction of the theoretical maximum amount of product (1.0 means a 100% yield; for example, 0.34 means a 34% yield). The reactants are COC1C=C(C=C(OC)C=1)CC1C2C(=CC=CC=2CCC2C=CC(C(O)=O)=CC=2)CC=1.[CH3:32][O:33][C:34]1[CH:35]=[C:36]([CH:59]=[C:60]([O:62][CH3:63])[CH:61]=1)[CH2:37][C:38]1[C:46]2[C:41](=[CH:42][CH:43]=[CH:44][C:45]=2[O:47][CH2:48][C:49]2[CH:58]=[CH:57][C:52]([C:53]([O:55]C)=[O:54])=[CH:51][CH:50]=2)[CH2:40][CH:39]=1.[Li+].[OH-]. The catalyst is C1COCC1. The product is [CH3:63][O:62][C:60]1[CH:59]=[C:36]([CH:35]=[C:34]([O:33][CH3:32])[CH:61]=1)/[CH:37]=[C:38]1\[CH2:39][CH2:40][C:41]2[C:46]\1=[C:45]([O:47][CH2:48][C:49]1[CH:50]=[CH:51][C:52]([C:53]([OH:55])=[O:54])=[CH:57][CH:58]=1)[CH:44]=[CH:43][CH:42]=2. The yield is 0.970.